This data is from Full USPTO retrosynthesis dataset with 1.9M reactions from patents (1976-2016). The task is: Predict the reactants needed to synthesize the given product. (1) Given the product [C:22]1([C:2]2[CH:3]=[CH:4][C:5]3[NH:6][C:7]4[C:12]([C:13]=3[CH:14]=2)=[CH:11][CH:10]=[CH:9][CH:8]=4)[CH:27]=[CH:26][CH:25]=[CH:24][CH:23]=1, predict the reactants needed to synthesize it. The reactants are: Br[C:2]1[CH:3]=[CH:4][C:5]2[NH:6][C:7]3[C:12]([C:13]=2[CH:14]=1)=[CH:11][CH:10]=[CH:9][CH:8]=3.O.C(=O)([O-])[O-].[K+].[K+].[C:22]1(B(O)O)[CH:27]=[CH:26][CH:25]=[CH:24][CH:23]=1. (2) Given the product [Cl:1][C:2]1[CH:7]=[CH:6][C:5]([C:8]([N:17]2[C:25]3[C:20](=[C:21]([NH:26][S:27]([CH3:30])(=[O:28])=[O:29])[CH:22]=[CH:23][CH:24]=3)[CH:19]=[N:18]2)([CH2:9][CH2:10][C:11](=[O:13])[CH3:31])[CH2:15][CH3:16])=[CH:4][CH:3]=1, predict the reactants needed to synthesize it. The reactants are: [Cl:1][C:2]1[CH:7]=[CH:6][C:5]([C:8]([N:17]2[C:25]3[C:20](=[C:21]([NH:26][S:27]([CH3:30])(=[O:29])=[O:28])[CH:22]=[CH:23][CH:24]=3)[CH:19]=[N:18]2)([CH2:15][CH3:16])[CH2:9][CH2:10][C:11]([O:13]C)=O)=[CH:4][CH:3]=1.[CH3:31][Li]. (3) Given the product [CH3:1][O:2][C:3]1[CH:4]=[C:5]2[C:10](=[CH:11][C:12]=1[O:13][CH3:14])[N:9]=[CH:8][CH:7]=[C:6]2[O:15][C:16]1[CH:22]=[CH:21][C:19]([NH:20][C:27](=[O:33])[O:26][CH2:24][CH2:43][CH2:42][N:39]2[CH2:40][CH2:41][N:36]([CH3:35])[CH2:37][CH2:38]2)=[CH:18][CH:17]=1, predict the reactants needed to synthesize it. The reactants are: [CH3:1][O:2][C:3]1[CH:4]=[C:5]2[C:10](=[CH:11][C:12]=1[O:13][CH3:14])[N:9]=[CH:8][CH:7]=[C:6]2[O:15][C:16]1[CH:22]=[CH:21][C:19]([NH2:20])=[CH:18][CH:17]=1.Cl[C:24](Cl)([O:26][C:27](=[O:33])OC(Cl)(Cl)Cl)Cl.[CH3:35][N:36]1[CH2:41][CH2:40][N:39]([CH2:42][CH2:43]CO)[CH2:38][CH2:37]1.C(=O)(O)[O-].[Na+]. (4) Given the product [C:8]([C:7]1([C:3]2[CH:2]=[N:1][CH:6]=[CH:5][CH:4]=2)[CH2:17][CH:18]([C:19]([O:21][CH2:22][CH3:23])=[O:20])[C:27](=[O:28])[CH2:11][CH2:10]1)#[N:9], predict the reactants needed to synthesize it. The reactants are: [N:1]1[CH:6]=[CH:5][CH:4]=[C:3]([CH2:7][C:8]#[N:9])[CH:2]=1.[C:10](O[K])(C)(C)[CH3:11].Br[CH2:17][CH2:18][C:19]([O:21][CH2:22][CH3:23])=[O:20].CN([CH:27]=[O:28])C.